This data is from Catalyst prediction with 721,799 reactions and 888 catalyst types from USPTO. The task is: Predict which catalyst facilitates the given reaction. (1) Reactant: [Br:1][C:2]1[CH:3]=[C:4]([NH:10][C:11]2[N:16]=[CH:15][C:14]([N:17]3[CH2:22][CH2:21][N:20](C(OC(C)(C)C)=O)[CH2:19][C@@H:18]3[CH2:30][CH3:31])=[CH:13][CH:12]=2)[C:5](=[O:9])[N:6]([CH3:8])[CH:7]=1.Cl.O1CCOCC1. Product: [Br:1][C:2]1[CH:3]=[C:4]([NH:10][C:11]2[CH:12]=[CH:13][C:14]([N:17]3[CH2:22][CH2:21][NH:20][CH2:19][C@@H:18]3[CH2:30][CH3:31])=[CH:15][N:16]=2)[C:5](=[O:9])[N:6]([CH3:8])[CH:7]=1. The catalyst class is: 4. (2) Reactant: [CH2:1]([O:3][C:4](=[O:17])[CH:5]([NH:8][C:9](=O)[C:10]1[CH:15]=[CH:14][CH:13]=[CH:12][CH:11]=1)[C:6]#[N:7])[CH3:2].COC1C=CC(P2(SP(C3C=CC(OC)=CC=3)(=S)S2)=[S:27])=CC=1. Product: [CH2:1]([O:3][C:4]([C:5]1[N:8]=[C:9]([C:10]2[CH:15]=[CH:14][CH:13]=[CH:12][CH:11]=2)[S:27][C:6]=1[NH2:7])=[O:17])[CH3:2]. The catalyst class is: 11. (3) Reactant: [F:1][C:2]1[CH:3]=[C:4]([CH:7]=[C:8]([O:11][CH3:12])[C:9]=1[OH:10])[CH:5]=[O:6].C(=O)([O-])[O-].[K+].[K+].Br[CH2:20][CH:21]1[CH2:23][CH2:22]1. Product: [CH:21]1([CH2:20][O:10][C:9]2[C:8]([O:11][CH3:12])=[CH:7][C:4]([CH:5]=[O:6])=[CH:3][C:2]=2[F:1])[CH2:23][CH2:22]1. The catalyst class is: 39. (4) Reactant: [F:1][C:2]1[CH:3]=[C:4]([CH:7]=[CH:8][C:9]=1[CH2:10][OH:11])[C:5]#[N:6]. Product: [F:1][C:2]1[CH:3]=[C:4]([CH:7]=[CH:8][C:9]=1[CH:10]=[O:11])[C:5]#[N:6]. The catalyst class is: 742.